Dataset: TCR-epitope binding with 47,182 pairs between 192 epitopes and 23,139 TCRs. Task: Binary Classification. Given a T-cell receptor sequence (or CDR3 region) and an epitope sequence, predict whether binding occurs between them. (1) The epitope is IPSINVHHY. The TCR CDR3 sequence is CASSRGSGELFF. Result: 0 (the TCR does not bind to the epitope). (2) The epitope is LLQTGIHVRVSQPSL. The TCR CDR3 sequence is CASSLYRQGADGYTF. Result: 1 (the TCR binds to the epitope). (3) The epitope is RIFTIGTVTLK. The TCR CDR3 sequence is CASSLGIAGPYNEQFF. Result: 0 (the TCR does not bind to the epitope). (4) The epitope is YIFFASFYY. The TCR CDR3 sequence is CASSNDRARTDTQYF. Result: 1 (the TCR binds to the epitope).